From a dataset of NCI-60 drug combinations with 297,098 pairs across 59 cell lines. Regression. Given two drug SMILES strings and cell line genomic features, predict the synergy score measuring deviation from expected non-interaction effect. (1) Drug 1: CC12CCC(CC1=CCC3C2CCC4(C3CC=C4C5=CN=CC=C5)C)O. Drug 2: CC1=C(C=C(C=C1)NC2=NC=CC(=N2)N(C)C3=CC4=NN(C(=C4C=C3)C)C)S(=O)(=O)N.Cl. Cell line: RPMI-8226. Synergy scores: CSS=19.2, Synergy_ZIP=5.83, Synergy_Bliss=5.07, Synergy_Loewe=-19.0, Synergy_HSA=-0.946. (2) Drug 1: CCC1(CC2CC(C3=C(CCN(C2)C1)C4=CC=CC=C4N3)(C5=C(C=C6C(=C5)C78CCN9C7C(C=CC9)(C(C(C8N6C)(C(=O)OC)O)OC(=O)C)CC)OC)C(=O)OC)O. Drug 2: C1CC(CNC1)C2=CC=C(C=C2)N3C=C4C=CC=C(C4=N3)C(=O)N. Cell line: HT29. Synergy scores: CSS=46.3, Synergy_ZIP=-1.83, Synergy_Bliss=-5.12, Synergy_Loewe=-8.37, Synergy_HSA=-4.31. (3) Drug 1: CS(=O)(=O)C1=CC(=C(C=C1)C(=O)NC2=CC(=C(C=C2)Cl)C3=CC=CC=N3)Cl. Drug 2: CC1=CC=C(C=C1)C2=CC(=NN2C3=CC=C(C=C3)S(=O)(=O)N)C(F)(F)F. Cell line: ACHN. Synergy scores: CSS=3.00, Synergy_ZIP=0.294, Synergy_Bliss=4.43, Synergy_Loewe=1.66, Synergy_HSA=2.23. (4) Drug 1: CS(=O)(=O)C1=CC(=C(C=C1)C(=O)NC2=CC(=C(C=C2)Cl)C3=CC=CC=N3)Cl. Drug 2: CC1OCC2C(O1)C(C(C(O2)OC3C4COC(=O)C4C(C5=CC6=C(C=C35)OCO6)C7=CC(=C(C(=C7)OC)O)OC)O)O. Cell line: BT-549. Synergy scores: CSS=33.5, Synergy_ZIP=5.94, Synergy_Bliss=7.00, Synergy_Loewe=-5.59, Synergy_HSA=6.98. (5) Drug 1: COC1=C(C=C2C(=C1)N=CN=C2NC3=CC(=C(C=C3)F)Cl)OCCCN4CCOCC4. Drug 2: CC1C(C(=O)NC(C(=O)N2CCCC2C(=O)N(CC(=O)N(C(C(=O)O1)C(C)C)C)C)C(C)C)NC(=O)C3=C4C(=C(C=C3)C)OC5=C(C(=O)C(=C(C5=N4)C(=O)NC6C(OC(=O)C(N(C(=O)CN(C(=O)C7CCCN7C(=O)C(NC6=O)C(C)C)C)C)C(C)C)C)N)C. Cell line: HOP-62. Synergy scores: CSS=24.2, Synergy_ZIP=7.11, Synergy_Bliss=12.0, Synergy_Loewe=13.6, Synergy_HSA=13.5. (6) Drug 2: CC1C(C(CC(O1)OC2CC(CC3=C2C(=C4C(=C3O)C(=O)C5=CC=CC=C5C4=O)O)(C(=O)C)O)N)O. Drug 1: C1=CN(C=N1)CC(O)(P(=O)(O)O)P(=O)(O)O. Cell line: UACC62. Synergy scores: CSS=59.8, Synergy_ZIP=-2.03, Synergy_Bliss=-0.926, Synergy_Loewe=-25.4, Synergy_HSA=0.399. (7) Drug 1: CC1=C(C=C(C=C1)NC2=NC=CC(=N2)N(C)C3=CC4=NN(C(=C4C=C3)C)C)S(=O)(=O)N.Cl. Drug 2: COC1=C(C=C2C(=C1)N=CN=C2NC3=CC(=C(C=C3)F)Cl)OCCCN4CCOCC4. Cell line: OVCAR-5. Synergy scores: CSS=60.3, Synergy_ZIP=6.37, Synergy_Bliss=8.06, Synergy_Loewe=-13.5, Synergy_HSA=6.63. (8) Drug 1: CCC1=CC2CC(C3=C(CN(C2)C1)C4=CC=CC=C4N3)(C5=C(C=C6C(=C5)C78CCN9C7C(C=CC9)(C(C(C8N6C)(C(=O)OC)O)OC(=O)C)CC)OC)C(=O)OC.C(C(C(=O)O)O)(C(=O)O)O. Drug 2: CCC(=C(C1=CC=CC=C1)C2=CC=C(C=C2)OCCN(C)C)C3=CC=CC=C3.C(C(=O)O)C(CC(=O)O)(C(=O)O)O. Cell line: A549. Synergy scores: CSS=41.9, Synergy_ZIP=1.50, Synergy_Bliss=3.13, Synergy_Loewe=-3.26, Synergy_HSA=4.16. (9) Drug 1: CC1=C(C=C(C=C1)C(=O)NC2=CC(=CC(=C2)C(F)(F)F)N3C=C(N=C3)C)NC4=NC=CC(=N4)C5=CN=CC=C5. Drug 2: C1=NNC2=C1C(=O)NC=N2. Cell line: SNB-75. Synergy scores: CSS=4.19, Synergy_ZIP=-1.73, Synergy_Bliss=0.948, Synergy_Loewe=-1.78, Synergy_HSA=-0.557.